Binary Classification. Given a drug SMILES string, predict its activity (active/inactive) in a high-throughput screening assay against a specified biological target. From a dataset of Cav3 T-type calcium channel HTS with 100,875 compounds. (1) The drug is S=C(N1CCC(NC(=O)c2ccc(OCC)cc2)CC1)NCc1occc1. The result is 0 (inactive). (2) The molecule is S(=O)(=O)(NCCc1ccc(OC)cc1)c1cc2OCCOc2cc1. The result is 0 (inactive). (3) The compound is S(=O)(=O)(N1CCOCC1)c1ccc(NC(=O)CSc2sc(Nc3ccc(cc3)C)nn2)cc1. The result is 0 (inactive). (4) The molecule is O=C1c2c(C(=O)N\C1=C/c1ccc(O)cc1)cccc2. The result is 0 (inactive). (5) The drug is S1c2n(C(C1)=C)c(=O)c1c(n2)cccc1. The result is 0 (inactive). (6) The drug is s1c2c(n(c3ccccc3)c1=N)cccc2. The result is 0 (inactive).